This data is from Forward reaction prediction with 1.9M reactions from USPTO patents (1976-2016). The task is: Predict the product of the given reaction. Given the reactants [Cl:1][C:2]1[CH:3]=[C:4]([NH2:19])[CH:5]=[N:6][C:7]=1[O:8][C:9]1[CH:10]=[N:11][C:12]2[C:17]([CH:18]=1)=[CH:16][CH:15]=[CH:14][CH:13]=2.[CH3:20][O:21][C:22]1[CH:27]=[C:26]([O:28][CH3:29])[CH:25]=[CH:24][C:23]=1[S:30](Cl)(=[O:32])=[O:31], predict the reaction product. The product is: [Cl:1][C:2]1[CH:3]=[C:4]([NH:19][S:30]([C:23]2[CH:24]=[CH:25][C:26]([O:28][CH3:29])=[CH:27][C:22]=2[O:21][CH3:20])(=[O:32])=[O:31])[CH:5]=[N:6][C:7]=1[O:8][C:9]1[CH:10]=[N:11][C:12]2[C:17]([CH:18]=1)=[CH:16][CH:15]=[CH:14][CH:13]=2.